The task is: Predict the reactants needed to synthesize the given product.. This data is from Full USPTO retrosynthesis dataset with 1.9M reactions from patents (1976-2016). (1) The reactants are: Br[CH:2]([CH3:7])[C:3]([O:5][CH3:6])=[O:4].[CH:8]([NH2:11])([CH3:10])[CH3:9].C(=O)([O-])[O-].[K+].[K+].O. Given the product [CH:8]([NH:11][CH:2]([CH3:7])[C:3]([O:5][CH3:6])=[O:4])([CH3:10])[CH3:9], predict the reactants needed to synthesize it. (2) Given the product [Br:1][C:2]1[CH:7]=[C:6]([CH2:8][CH2:9][CH2:10][OH:11])[CH:5]=[C:4]([Br:12])[C:3]=1[O:13][C:24]1[N:23]=[N:22][C:21]([Cl:20])=[C:26]([CH:27]([CH3:29])[CH3:28])[CH:25]=1, predict the reactants needed to synthesize it. The reactants are: [Br:1][C:2]1[CH:7]=[C:6]([CH2:8][CH2:9][CH2:10][OH:11])[CH:5]=[C:4]([Br:12])[C:3]=1[OH:13].CC(C)([O-])C.[K+].[Cl:20][C:21]1[N:22]=[N:23][C:24](Cl)=[CH:25][C:26]=1[CH:27]([CH3:29])[CH3:28].